Dataset: Forward reaction prediction with 1.9M reactions from USPTO patents (1976-2016). Task: Predict the product of the given reaction. (1) Given the reactants [Br:1][C:2]1[CH:3]=[C:4]2[C:9](=[CH:10][CH:11]=1)[N:8]=[CH:7][CH:6]=[C:5]2O.O=P(Cl)(Cl)[Cl:15], predict the reaction product. The product is: [Cl:15][C:5]1[C:4]2[C:9](=[CH:10][CH:11]=[C:2]([Br:1])[CH:3]=2)[N:8]=[CH:7][CH:6]=1. (2) Given the reactants [OH:1][C:2]1[C:3](=[O:17])[NH:4][C:5](=[O:16])[N:6]([CH2:8][CH2:9][C:10]2[CH:15]=[CH:14][CH:13]=[CH:12]C=2)[N:7]=1, predict the reaction product. The product is: [CH2:8]([N:6]1[C:5](=[O:16])[NH:4][C:3](=[O:17])[C:2]([OH:1])=[N:7]1)[C:9]1[CH:10]=[CH:15][CH:14]=[CH:13][CH:12]=1. (3) Given the reactants [CH2:1]([O:8][C:9]1[CH:18]=[C:17]2[C:12]([CH2:13][CH2:14][CH:15]([O:19][C:20](=[O:22])[CH3:21])[CH2:16]2)=[CH:11][CH:10]=1)[C:2]1[CH:7]=[CH:6][CH:5]=[CH:4][CH:3]=1.[N+:23]([O-])([OH:25])=[O:24], predict the reaction product. The product is: [CH2:1]([O:8][C:9]1[CH:18]=[C:17]2[C:12]([CH2:13][CH2:14][CH:15]([O:19][C:20](=[O:22])[CH3:21])[CH2:16]2)=[CH:11][C:10]=1[N+:23]([O-:25])=[O:24])[C:2]1[CH:3]=[CH:4][CH:5]=[CH:6][CH:7]=1. (4) Given the reactants [C:1]([C:4]1[CH:11]=[CH:10][C:7]([CH:8]=O)=[CH:6][CH:5]=1)([OH:3])=[O:2].[N:12]1[CH:17]=[CH:16][C:15]([CH3:18])=[CH:14][CH:13]=1, predict the reaction product. The product is: [N:12]1[CH:17]=[CH:16][C:15](/[CH:18]=[CH:8]/[C:7]2[CH:10]=[CH:11][C:4]([C:1]([OH:3])=[O:2])=[CH:5][CH:6]=2)=[CH:14][CH:13]=1. (5) Given the reactants [H-].[Na+].CCCC(C)C.[Br:9][C:10]1[CH:11]=[C:12]([C:15]([O:17][CH2:18][CH3:19])=[O:16])[NH:13][CH:14]=1.Br[CH2:21][C:22]1[CH:27]=[C:26]([Cl:28])[CH:25]=[CH:24][C:23]=1[N+:29]([O-:31])=[O:30], predict the reaction product. The product is: [Br:9][C:10]1[CH:11]=[C:12]([C:15]([O:17][CH2:18][CH3:19])=[O:16])[N:13]([CH2:21][C:22]2[CH:27]=[C:26]([Cl:28])[CH:25]=[CH:24][C:23]=2[N+:29]([O-:31])=[O:30])[CH:14]=1. (6) Given the reactants Cl.Br[C:3]1[CH:4]=[C:5]([CH2:9][C:10]([O:12][CH3:13])=[O:11])[CH:6]=[N:7][CH:8]=1.[F:14][C:15]([F:27])([F:26])[O:16][C:17]1[CH:18]=[C:19](B(O)O)[CH:20]=[CH:21][CH:22]=1.C([O-])([O-])=O.[K+].[K+].O, predict the reaction product. The product is: [F:14][C:15]([F:26])([F:27])[O:16][C:17]1[CH:22]=[C:21]([C:3]2[CH:4]=[C:5]([CH2:9][C:10]([O:12][CH3:13])=[O:11])[CH:6]=[N:7][CH:8]=2)[CH:20]=[CH:19][CH:18]=1. (7) The product is: [CH3:16][C:11]([NH:10][C:8](=[O:9])[CH:7]([O:33][N:26]1[C:21]([CH3:30])([CH3:20])[CH2:22][CH2:23][CH2:24][C:25]1([CH3:29])[CH3:28])[CH3:17])([CH3:15])[C:12]([OH:14])=[O:13]. Given the reactants C(N(CC)C(S[CH:7]([CH3:17])[C:8]([NH:10][C:11]([CH3:16])([CH3:15])[C:12]([OH:14])=[O:13])=[O:9])=S)C.[CH3:20][C:21]1([CH3:30])[N:26]([O])[C:25]([CH3:29])([CH3:28])[CH2:24][CH2:23][CH2:22]1.C(OCC)(=[O:33])C, predict the reaction product.